This data is from Experimental lipophilicity measurements (octanol/water distribution) for 4,200 compounds from AstraZeneca. The task is: Regression/Classification. Given a drug SMILES string, predict its absorption, distribution, metabolism, or excretion properties. Task type varies by dataset: regression for continuous measurements (e.g., permeability, clearance, half-life) or binary classification for categorical outcomes (e.g., BBB penetration, CYP inhibition). For this dataset (lipophilicity_astrazeneca), we predict Y. The drug is CN(C/C=C/C#CC(C)(C)C)Cc1cccc2ccccc12. The Y is 2.83 logD.